Binary Classification. Given a drug SMILES string, predict its activity (active/inactive) in a high-throughput screening assay against a specified biological target. From a dataset of Cav3 T-type calcium channel HTS with 100,875 compounds. The compound is O=C1N(c2c(N3CCCCCC3)ccc(c2)C(O)=O)C(=O)c2c1cccc2. The result is 0 (inactive).